Task: Predict the reactants needed to synthesize the given product.. Dataset: Full USPTO retrosynthesis dataset with 1.9M reactions from patents (1976-2016) (1) The reactants are: C1C2C(=O)C3C(=CC=CC=3)C(=O)C=2C=CC=1.[C:17]([O:21][C:22]([NH:24][C@@H:25]([C:29]([O:31][CH2:32][CH2:33][NH:34][C:35]1[C:48]2[C:47](=[O:49])[C:46]3[C:41](=[CH:42][CH:43]=[CH:44][CH:45]=3)[C:40](=[O:50])[C:39]=2[CH:38]=[CH:37][CH:36]=1)=[O:30])[CH:26](C)C)=[O:23])([CH3:20])([CH3:19])[CH3:18].C(OC(N[C@@H](C(O)=O)C)=O)(C)(C)C. Given the product [C:17]([O:21][C:22]([NH:24][C@@H:25]([C:29]([O:31][CH2:32][CH2:33][NH:34][C:35]1[C:48]2[C:47](=[O:49])[C:46]3[C:41](=[CH:42][CH:43]=[CH:44][CH:45]=3)[C:40](=[O:50])[C:39]=2[CH:38]=[CH:37][CH:36]=1)=[O:30])[CH3:26])=[O:23])([CH3:18])([CH3:19])[CH3:20], predict the reactants needed to synthesize it. (2) Given the product [Cl:1][C:2]1[CH:7]=[CH:6][C:5]([C:8]2[N:9]([CH2:14][CH:15]([OH:20])[C:16]([F:18])([F:19])[F:17])[C:10](=[O:13])[N:11]([CH2:24][C:23]#[CH:22])[N:12]=2)=[CH:4][CH:3]=1, predict the reactants needed to synthesize it. The reactants are: [Cl:1][C:2]1[CH:7]=[CH:6][C:5]([C:8]2[N:9]([CH2:14][CH:15]([OH:20])[C:16]([F:19])([F:18])[F:17])[C:10](=[O:13])[NH:11][N:12]=2)=[CH:4][CH:3]=1.Br[CH2:22][C:23]#[CH:24].C(=O)([O-])[O-].[K+].[K+].O. (3) Given the product [NH2:1][C:2]1[CH:11]=[C:10]([C:12]([N:13]([CH2:16][CH3:17])[CH2:14][CH3:15])=[O:18])[CH:9]=[CH:8][C:3]=1[C:4]([NH:20][CH3:19])=[O:6], predict the reactants needed to synthesize it. The reactants are: [NH2:1][C:2]1[CH:11]=[C:10]([C:12](=[O:18])[N:13]([CH2:16][CH3:17])[CH2:14][CH3:15])[CH:9]=[CH:8][C:3]=1[C:4]([O:6]C)=O.[CH3:19][NH2:20]. (4) The reactants are: [NH:1]1[CH2:6][CH2:5][CH:4]([CH2:7][N:8]2[CH2:13][CH2:12][CH:11]([CH2:14][NH:15][C:16]([C:18]3[C:26]4[N:25]=[C:24]([CH:27]([CH3:29])[CH3:28])[NH:23][C:22]=4[CH:21]=[CH:20][CH:19]=3)=[O:17])[CH2:10][CH2:9]2)[CH2:3][CH2:2]1.C(N(CC)C(C)C)(C)C.ClCCl.[Cl:42][C:43]1[CH:51]=[CH:50][CH:49]=[CH:48][C:44]=1[C:45](Cl)=[O:46]. Given the product [Cl:42][C:43]1[CH:51]=[CH:50][CH:49]=[CH:48][C:44]=1[C:45]([N:1]1[CH2:2][CH2:3][CH:4]([CH2:7][N:8]2[CH2:9][CH2:10][CH:11]([CH2:14][NH:15][C:16]([C:18]3[C:26]4[N:25]=[C:24]([CH:27]([CH3:29])[CH3:28])[NH:23][C:22]=4[CH:21]=[CH:20][CH:19]=3)=[O:17])[CH2:12][CH2:13]2)[CH2:5][CH2:6]1)=[O:46], predict the reactants needed to synthesize it. (5) Given the product [CH3:1][O:2][C:3]12[CH2:9][C:6]([CH2:10]/[CH:11]=[C:20](\[CH3:26])/[C:21]([O:23][CH2:24][CH3:25])=[O:22])([CH2:5][CH2:4]1)[CH2:7][CH2:8]2, predict the reactants needed to synthesize it. The reactants are: [CH3:1][O:2][C:3]12[CH2:9][C:6]([CH2:10][CH:11]=O)([CH2:7][CH2:8]1)[CH2:5][CH2:4]2.C1(P(C2C=CC=CC=2)(C2C=CC=CC=2)=[C:20]([CH3:26])[C:21]([O:23][CH2:24][CH3:25])=[O:22])C=CC=CC=1. (6) Given the product [C:1]([O:5][C:6]([N:8]1[CH2:11][CH2:10][C@H:9]1[CH2:12][O:13][C:14]1[CH:15]=[C:16]([C:20]2[CH:21]=[C:22]([CH2:26][CH2:27][CH2:28][NH2:29])[CH:23]=[CH:24][CH:25]=2)[CH:17]=[N:18][CH:19]=1)=[O:7])([CH3:4])([CH3:3])[CH3:2], predict the reactants needed to synthesize it. The reactants are: [C:1]([O:5][C:6]([N:8]1[CH2:11][CH2:10][C@H:9]1[CH2:12][O:13][C:14]1[CH:15]=[C:16]([C:20]2[CH:21]=[C:22]([CH2:26][CH2:27][CH2:28][N:29]3C(=O)C4=C(Cl)C(Cl)=C(Cl)C(Cl)=C4C3=O)[CH:23]=[CH:24][CH:25]=2)[CH:17]=[N:18][CH:19]=1)=[O:7])([CH3:4])([CH3:3])[CH3:2].O1CCCC1.C(O)C.C(N)CN.